The task is: Regression. Given two drug SMILES strings and cell line genomic features, predict the synergy score measuring deviation from expected non-interaction effect.. This data is from Merck oncology drug combination screen with 23,052 pairs across 39 cell lines. Cell line: EFM192B. Drug 1: CC(C)CC(NC(=O)C(Cc1ccccc1)NC(=O)c1cnccn1)B(O)O. Synergy scores: synergy=6.68. Drug 2: CC1(c2nc3c(C(N)=O)cccc3[nH]2)CCCN1.